From a dataset of Catalyst prediction with 721,799 reactions and 888 catalyst types from USPTO. Predict which catalyst facilitates the given reaction. (1) Reactant: O[CH2:2][CH2:3][N:4]([CH:30]([CH3:32])[CH3:31])[C:5]([C:7]1[NH:8][C:9]([CH2:22][C:23]2[CH:28]=[CH:27][CH:26]=[CH:25][C:24]=2[Br:29])=[N:10][C:11](=[O:21])[C:12]=1[O:13][CH2:14][C:15]1[CH:20]=[CH:19][CH:18]=[CH:17][CH:16]=1)=[O:6].C1C=CC(P(C2C=CC=CC=2)C2C=CC=CC=2)=CC=1.N(C(OC(C)C)=O)=NC(OC(C)C)=O. Product: [CH2:14]([O:13][C:12]1[C:11](=[O:21])[N:10]=[C:9]([CH2:22][C:23]2[CH:28]=[CH:27][CH:26]=[CH:25][C:24]=2[Br:29])[N:8]2[CH2:2][CH2:3][N:4]([CH:30]([CH3:32])[CH3:31])[C:5](=[O:6])[C:7]=12)[C:15]1[CH:16]=[CH:17][CH:18]=[CH:19][CH:20]=1. The catalyst class is: 4. (2) Reactant: [CH2:1]([O:8][C:9]([C:11]1[C:19]2[C:14](=[CH:15][CH:16]=[C:17]([O:20][C:21]([C:24]([OH:26])=O)([CH3:23])[CH3:22])[CH:18]=2)[NH:13][C:12]=1[CH3:27])=[O:10])[C:2]1[CH:7]=[CH:6][CH:5]=[CH:4][CH:3]=1.[CH2:28]([NH:30][CH2:31][CH3:32])[CH3:29].CN(C(ON1N=NC2C=CC=CC1=2)=[N+](C)C)C.F[P-](F)(F)(F)(F)F.CCCCCC.C(OCC)(=O)C. Product: [CH2:1]([O:8][C:9]([C:11]1[C:19]2[C:14](=[CH:15][CH:16]=[C:17]([O:20][C:21]([C:24](=[O:26])[N:30]([CH2:31][CH3:32])[CH2:28][CH3:29])([CH3:22])[CH3:23])[CH:18]=2)[NH:13][C:12]=1[CH3:27])=[O:10])[C:2]1[CH:3]=[CH:4][CH:5]=[CH:6][CH:7]=1. The catalyst class is: 413. (3) Product: [Br:1][C:2]1[C:3]([CH2:7][C:9]2[CH:14]=[CH:13][CH:12]=[C:11]([Cl:15])[CH:10]=2)=[CH:4][S:5][CH:6]=1. Reactant: [Br:1][C:2]1[C:3]([CH:7]([C:9]2[CH:14]=[CH:13][CH:12]=[C:11]([Cl:15])[CH:10]=2)O)=[CH:4][S:5][CH:6]=1.C([SiH](CC)CC)C.C(O)(C(F)(F)F)=O. The catalyst class is: 2. (4) Reactant: [Na+].[F:2][C:3]1[CH:8]=[CH:7][C:6]([C:9]2[C:14](/[CH:15]=[CH:16]/[C@@H:17]([OH:25])[CH2:18][C@@H:19]([OH:24])[CH2:20][C:21]([O-:23])=[O:22])=[C:13]([CH:26]([CH3:28])[CH3:27])[N:12]=[C:11]([N:29]([CH3:34])[S:30]([CH3:33])(=[O:32])=[O:31])[N:10]=2)=[CH:5][CH:4]=1. Product: [CH3:9][NH2:10].[F:2][C:3]1[CH:8]=[CH:7][C:6]([C:9]2[C:14](/[CH:15]=[CH:16]/[C@@H:17]([OH:25])[CH2:18][C@@H:19]([OH:24])[CH2:20][C:21]([OH:23])=[O:22])=[C:13]([CH:26]([CH3:28])[CH3:27])[N:12]=[C:11]([N:29]([CH3:34])[S:30]([CH3:33])(=[O:32])=[O:31])[N:10]=2)=[CH:5][CH:4]=1. The catalyst class is: 10. (5) Reactant: F[C:2]1[CH:13]=[CH:12][C:5]([C:6]([O:8][CH:9]([CH3:11])[CH3:10])=[O:7])=[C:4]([C:14]([F:17])([F:16])[F:15])[CH:3]=1.CN1CCN(C)C1=O.[F:26][C@H:27]([CH3:30])[CH2:28][OH:29].C(=O)([O-])[O-].[Cs+].[Cs+]. Product: [F:26][C@H:27]([CH3:30])[CH2:28][O:29][C:2]1[CH:13]=[CH:12][C:5]([C:6]([O:8][CH:9]([CH3:11])[CH3:10])=[O:7])=[C:4]([C:14]([F:17])([F:16])[F:15])[CH:3]=1. The catalyst class is: 11. (6) Reactant: [Cl:1][C:2]1[CH:7]=[CH:6][C:5](F)=[C:4]([N+:9]([O-:11])=[O:10])[CH:3]=1.[SH:12][C:13]1[CH:22]=[CH:21][CH:20]=[CH:19][C:14]=1[C:15]([O:17][CH3:18])=[O:16].C([O-])([O-])=O.[Cs+].[Cs+]. Product: [Cl:1][C:2]1[CH:7]=[CH:6][C:5]([S:12][C:13]2[CH:22]=[CH:21][CH:20]=[CH:19][C:14]=2[C:15]([O:17][CH3:18])=[O:16])=[C:4]([N+:9]([O-:11])=[O:10])[CH:3]=1. The catalyst class is: 85. (7) Reactant: [OH:1][CH2:2][C@@H:3]1[C@:12]2([CH3:13])[C@H:7]([C:8]([CH3:15])([CH3:14])[CH2:9][CH2:10][CH2:11]2)[CH2:6][CH2:5][C@@:4]1([CH3:17])[OH:16].[Cr](Cl)([O-])(=O)=O.[NH+]1C=CC=CC=1. Product: [OH:16][C@:4]1([CH3:17])[CH2:5][CH2:6][C@@H:7]2[C@:12]([CH3:13])([CH2:11][CH2:10][CH2:9][C:8]2([CH3:14])[CH3:15])[CH:3]1[CH:2]=[O:1]. The catalyst class is: 2.